The task is: Predict the reaction yield, written as a fraction of the theoretical maximum amount of product (1.0 means a 100% yield; for example, 0.34 means a 34% yield).. This data is from Reaction yield outcomes from USPTO patents with 853,638 reactions. The reactants are [C:1]([O:4][C:5]1[CH:13]=[CH:12][CH:11]=[CH:10][C:6]=1[C:7]([OH:9])=[O:8])(=[O:3])[CH3:2].C(N(CC)CC)C.ClC(OCC)=O.O[CH2:28][CH2:29][CH2:30][NH:31][C:32](=[O:41])[O:33][CH2:34][C:35]1[CH:40]=[CH:39][CH:38]=[CH:37][CH:36]=1. The catalyst is C(Cl)Cl. The product is [C:1]([O:4][C:5]1[CH:13]=[CH:12][CH:11]=[CH:10][C:6]=1[C:7]([O:9][CH2:28][CH2:29][CH2:30][NH:31][C:32]([O:33][CH2:34][C:35]1[CH:36]=[CH:37][CH:38]=[CH:39][CH:40]=1)=[O:41])=[O:8])(=[O:3])[CH3:2]. The yield is 0.540.